The task is: Regression. Given two drug SMILES strings and cell line genomic features, predict the synergy score measuring deviation from expected non-interaction effect.. This data is from NCI-60 drug combinations with 297,098 pairs across 59 cell lines. (1) Drug 1: C1=NC(=NC(=O)N1C2C(C(C(O2)CO)O)O)N. Drug 2: C1=NC2=C(N1)C(=S)N=CN2. Cell line: SK-OV-3. Synergy scores: CSS=39.2, Synergy_ZIP=-6.62, Synergy_Bliss=0.378, Synergy_Loewe=3.02, Synergy_HSA=4.21. (2) Drug 1: C1CC(C1)(C(=O)O)C(=O)O.[NH2-].[NH2-].[Pt+2]. Drug 2: C(CN)CNCCSP(=O)(O)O. Cell line: MALME-3M. Synergy scores: CSS=11.1, Synergy_ZIP=-3.93, Synergy_Bliss=-2.78, Synergy_Loewe=-11.7, Synergy_HSA=-2.03. (3) Drug 2: CCC1(CC2CC(C3=C(CCN(C2)C1)C4=CC=CC=C4N3)(C5=C(C=C6C(=C5)C78CCN9C7C(C=CC9)(C(C(C8N6C)(C(=O)OC)O)OC(=O)C)CC)OC)C(=O)OC)O.OS(=O)(=O)O. Drug 1: CS(=O)(=O)C1=CC(=C(C=C1)C(=O)NC2=CC(=C(C=C2)Cl)C3=CC=CC=N3)Cl. Cell line: MDA-MB-231. Synergy scores: CSS=38.3, Synergy_ZIP=0.154, Synergy_Bliss=5.54, Synergy_Loewe=-16.0, Synergy_HSA=4.81. (4) Cell line: 786-0. Synergy scores: CSS=-4.40, Synergy_ZIP=2.27, Synergy_Bliss=-0.635, Synergy_Loewe=-1.29, Synergy_HSA=-4.33. Drug 1: C(=O)(N)NO. Drug 2: CNC(=O)C1=NC=CC(=C1)OC2=CC=C(C=C2)NC(=O)NC3=CC(=C(C=C3)Cl)C(F)(F)F. (5) Drug 1: C(=O)(N)NO. Drug 2: CN(C(=O)NC(C=O)C(C(C(CO)O)O)O)N=O. Cell line: OVCAR-5. Synergy scores: CSS=-3.11, Synergy_ZIP=2.73, Synergy_Bliss=4.05, Synergy_Loewe=-0.779, Synergy_HSA=-0.470. (6) Drug 1: CC1=C2C(C(=O)C3(C(CC4C(C3C(C(C2(C)C)(CC1OC(=O)C(C(C5=CC=CC=C5)NC(=O)C6=CC=CC=C6)O)O)OC(=O)C7=CC=CC=C7)(CO4)OC(=O)C)O)C)OC(=O)C. Drug 2: B(C(CC(C)C)NC(=O)C(CC1=CC=CC=C1)NC(=O)C2=NC=CN=C2)(O)O. Cell line: SF-295. Synergy scores: CSS=67.9, Synergy_ZIP=-0.627, Synergy_Bliss=-2.95, Synergy_Loewe=-13.2, Synergy_HSA=-1.81. (7) Drug 1: CCN(CC)CCCC(C)NC1=C2C=C(C=CC2=NC3=C1C=CC(=C3)Cl)OC. Drug 2: COC1=C2C(=CC3=C1OC=C3)C=CC(=O)O2. Cell line: SK-OV-3. Synergy scores: CSS=29.8, Synergy_ZIP=1.62, Synergy_Bliss=8.73, Synergy_Loewe=-1.98, Synergy_HSA=6.24. (8) Drug 1: C1C(C(OC1N2C=C(C(=O)NC2=O)F)CO)O. Drug 2: C1CC(C1)(C(=O)O)C(=O)O.[NH2-].[NH2-].[Pt+2]. Cell line: EKVX. Synergy scores: CSS=3.29, Synergy_ZIP=0.0976, Synergy_Bliss=0.288, Synergy_Loewe=0.529, Synergy_HSA=-0.647. (9) Drug 1: CC1OCC2C(O1)C(C(C(O2)OC3C4COC(=O)C4C(C5=CC6=C(C=C35)OCO6)C7=CC(=C(C(=C7)OC)O)OC)O)O. Drug 2: CC1C(C(CC(O1)OC2CC(CC3=C2C(=C4C(=C3O)C(=O)C5=C(C4=O)C(=CC=C5)OC)O)(C(=O)CO)O)N)O.Cl. Cell line: UO-31. Synergy scores: CSS=53.1, Synergy_ZIP=-6.38, Synergy_Bliss=-1.21, Synergy_Loewe=1.94, Synergy_HSA=3.31.